The task is: Predict the product of the given reaction.. This data is from Forward reaction prediction with 1.9M reactions from USPTO patents (1976-2016). (1) Given the reactants N1(O)CCOCC1.[CH3:8][CH:9](NC(C)(C)C)[C:10]([C:12]1[CH:13]=[CH:14][CH:15]=[C:16]([Cl:18])[CH:17]=1)=[O:11].Cl.Cl.ClC1C=C([C@@]2(O)OCC(C)(C)N[C@@H]2C)C=CC=1.ClC1C=C(C(=O)CC)C=CC=1.[Br-:54].[Br-].O1CCOCC1, predict the reaction product. The product is: [Br:54][CH:9]([CH3:8])[C:10]([C:12]1[CH:13]=[CH:14][CH:15]=[C:16]([Cl:18])[CH:17]=1)=[O:11]. (2) Given the reactants [N+:1]([C:4]1[CH:11]=[CH:10][C:7]([CH2:8]Br)=[CH:6][CH:5]=1)([O-:3])=[O:2].[NH3:12].[OH2:13], predict the reaction product. The product is: [N+:1]([C:4]1[CH:11]=[CH:10][C:7]([CH2:8][N:12]([CH2:8][C:7]2[CH:10]=[CH:11][C:4]([N+:1]([O-:3])=[O:2])=[CH:5][CH:6]=2)[CH2:8][C:7]2[CH:10]=[CH:11][C:4]([N+:1]([O-:2])=[O:13])=[CH:5][CH:6]=2)=[CH:6][CH:5]=1)([O-:3])=[O:2]. (3) Given the reactants [F:1][C:2]1[CH:37]=[CH:36][C:5]([CH2:6][O:7][C:8]2[C:17]3[C:16]([CH3:19])([CH3:18])[CH2:15][CH2:14][C:13]([CH3:21])([CH3:20])[C:12]=3[CH:11]=[C:10]([C:22](=[O:35])/[CH:23]=[CH:24]/[C:25]3[CH:34]=[CH:33][C:28]([C:29]([O:31]C)=[O:30])=[CH:27][CH:26]=3)[CH:9]=2)=[CH:4][CH:3]=1.[OH-].[Na+], predict the reaction product. The product is: [F:1][C:2]1[CH:37]=[CH:36][C:5]([CH2:6][O:7][C:8]2[C:17]3[C:16]([CH3:18])([CH3:19])[CH2:15][CH2:14][C:13]([CH3:20])([CH3:21])[C:12]=3[CH:11]=[C:10]([C:22](=[O:35])/[CH:23]=[CH:24]/[C:25]3[CH:34]=[CH:33][C:28]([C:29]([OH:31])=[O:30])=[CH:27][CH:26]=3)[CH:9]=2)=[CH:4][CH:3]=1.